This data is from Catalyst prediction with 721,799 reactions and 888 catalyst types from USPTO. The task is: Predict which catalyst facilitates the given reaction. The catalyst class is: 14. Product: [CH3:1][Si:2]([CH3:17])([CH3:16])[CH2:3][CH2:4][O:5][CH2:6][N:7]1[CH:11]=[N:10][N:9]=[C:8]1[C:12]([OH:14])=[O:13]. Reactant: [CH3:1][Si:2]([CH3:17])([CH3:16])[CH2:3][CH2:4][O:5][CH2:6][N:7]1[CH:11]=[N:10][N:9]=[C:8]1[C:12]([O:14]C)=[O:13].[OH-].[K+].